Task: Predict the product of the given reaction.. Dataset: Forward reaction prediction with 1.9M reactions from USPTO patents (1976-2016) (1) Given the reactants [C:1]([C:3]1([C:6]([OH:8])=O)[CH2:5][CH2:4]1)#[N:2].CN(C(ON1N=NC2C=CC=NC1=2)=[N+](C)C)C.F[P-](F)(F)(F)(F)F.[F:33][C:34]([F:57])([F:56])[C:35]1[CH:40]=[CH:39][C:38]([CH:41]2[CH2:46][NH:45][CH2:44][CH:43]([NH:47][C:48](=[O:55])[C:49]3[CH:54]=[CH:53][CH:52]=[CH:51][CH:50]=3)[CH2:42]2)=[CH:37][CH:36]=1, predict the reaction product. The product is: [C:1]([C:3]1([C:6]([N:45]2[CH2:46][CH:41]([C:38]3[CH:37]=[CH:36][C:35]([C:34]([F:57])([F:56])[F:33])=[CH:40][CH:39]=3)[CH2:42][CH:43]([NH:47][C:48]([C:49]3[CH:50]=[CH:51][CH:52]=[CH:53][CH:54]=3)=[O:55])[CH2:44]2)=[O:8])[CH2:5][CH2:4]1)#[N:2]. (2) The product is: [Cl:1][C:2]1[CH:6]=[N:5][N:4]([CH3:7])[C:3]=1[C:8]1[CH:9]=[C:10]([NH:16][C:25]([NH:24][C:19]2[CH:20]=[CH:21][CH:22]=[CH:23][C:18]=2[F:17])=[O:26])[CH:11]=[CH:12][C:13]=1[O:14][CH3:15]. Given the reactants [Cl:1][C:2]1[CH:6]=[N:5][N:4]([CH3:7])[C:3]=1[C:8]1[CH:9]=[C:10]([NH2:16])[CH:11]=[CH:12][C:13]=1[O:14][CH3:15].[F:17][C:18]1[CH:23]=[CH:22][CH:21]=[CH:20][C:19]=1[N:24]=[C:25]=[O:26], predict the reaction product. (3) Given the reactants N.S.[NH2:3][C:4]1[C:9]([N+:10]([O-:12])=[O:11])=[CH:8][C:7]([S:13]([N:16]([CH3:18])[CH3:17])(=[O:15])=[O:14])=[CH:6][C:5]=1[N+:19]([O-])=O, predict the reaction product. The product is: [NH2:19][C:5]1[CH:6]=[C:7]([S:13]([N:16]([CH3:18])[CH3:17])(=[O:14])=[O:15])[CH:8]=[C:9]([N+:10]([O-:12])=[O:11])[C:4]=1[NH2:3]. (4) Given the reactants [NH2:1][C:2]1[N:6]([CH3:7])[C:5](=[O:8])[C:4]([C:15]2[CH:20]=[CH:19][CH:18]=[C:17](Br)[CH:16]=2)([C:9]2[CH:14]=[CH:13][N:12]=[CH:11][CH:10]=2)[N:3]=1.[F:22][C:23]1[CH:28]=[CH:27][C:26]([F:29])=[CH:25][C:24]=1B(O)O.C(=O)([O-])[O-].[Na+].[Na+], predict the reaction product. The product is: [NH2:1][C:2]1[N:6]([CH3:7])[C:5](=[O:8])[C:4]([C:15]2[CH:16]=[C:17]([C:27]3[CH:28]=[C:23]([F:22])[CH:24]=[CH:25][C:26]=3[F:29])[CH:18]=[CH:19][CH:20]=2)([C:9]2[CH:14]=[CH:13][N:12]=[CH:11][CH:10]=2)[N:3]=1. (5) Given the reactants Cl[C:2]1[C:7]([N+:8]([O-:10])=[O:9])=[C:6]([NH2:11])[CH:5]=[C:4]([Cl:12])[N:3]=1.C([O-])([O-])=O.[K+].[K+].[CH3:19][N:20]1[CH2:25][CH2:24][NH:23][CH2:22][CH2:21]1, predict the reaction product. The product is: [Cl:12][C:4]1[N:3]=[C:2]([N:23]2[CH2:24][CH2:25][N:20]([CH3:19])[CH2:21][CH2:22]2)[C:7]([N+:8]([O-:10])=[O:9])=[C:6]([NH2:11])[CH:5]=1. (6) Given the reactants C(=O)([O-])[O-].[K+].[K+].[CH2:7](Br)[C:8]1[CH:13]=[CH:12][CH:11]=[CH:10][CH:9]=1.[CH3:15][O:16][C:17](=[O:23])[CH2:18][C:19](=[O:22])[CH2:20][CH3:21], predict the reaction product. The product is: [CH3:15][O:16][C:17](=[O:23])[CH:18]([CH2:7][C:8]1[CH:13]=[CH:12][CH:11]=[CH:10][CH:9]=1)[C:19](=[O:22])[CH2:20][CH3:21].